From a dataset of Full USPTO retrosynthesis dataset with 1.9M reactions from patents (1976-2016). Predict the reactants needed to synthesize the given product. (1) Given the product [O:8]1[CH2:9][CH:7]1[C:3]1[CH:2]=[N:1][CH:6]=[CH:5][CH:4]=1, predict the reactants needed to synthesize it. The reactants are: [N:1]1[CH:6]=[CH:5][CH:4]=[C:3]([CH:7]=[O:8])[CH:2]=1.[CH3:9]OS([O-])(=O)=O.C[S+](C)C.[OH-].[Na+]. (2) Given the product [CH3:1][C:2]1[N:3]=[C:4]([CH2:7][CH:8]2[CH2:12][CH2:11][O:10][C:9]2=[O:13])[S:5][CH:6]=1, predict the reactants needed to synthesize it. The reactants are: [CH3:1][C:2]1[N:3]=[C:4](/[CH:7]=[C:8]2\[C:9](=[O:13])[O:10][CH2:11][CH2:12]\2)[S:5][CH:6]=1. (3) Given the product [CH:1]1([C:4]([N:6]2[CH2:7][CH2:8][N:9]([C:12]([C:14]3[CH:19]=[CH:18][C:17]([CH:20]4[C:25]5=[N:26][NH:27][C:28](=[O:33])[C:29]6[CH:30]=[CH:31][CH:32]=[C:23]([C:24]=65)[NH:22][CH:21]4[C:34]4[CH:41]=[CH:40][C:37]([CH2:38][N:43]([CH3:44])[CH3:42])=[CH:36][CH:35]=4)=[CH:16][CH:15]=3)=[O:13])[CH2:10][CH2:11]2)=[O:5])[CH2:3][CH2:2]1, predict the reactants needed to synthesize it. The reactants are: [CH:1]1([C:4]([N:6]2[CH2:11][CH2:10][N:9]([C:12]([C:14]3[CH:19]=[CH:18][C:17]([CH:20]4[C:25]5=[N:26][NH:27][C:28](=[O:33])[C:29]6[CH:30]=[CH:31][CH:32]=[C:23]([C:24]=65)[NH:22][CH:21]4[C:34]4[CH:41]=[CH:40][C:37]([CH:38]=O)=[CH:36][CH:35]=4)=[CH:16][CH:15]=3)=[O:13])[CH2:8][CH2:7]2)=[O:5])[CH2:3][CH2:2]1.[CH3:42][NH:43][CH3:44].[BH4-].[Na+]. (4) Given the product [NH:40]1[C:48]2[C:43](=[C:44]([C:49]3[CH:57]=[C:56]4[C:52]([CH:53]=[N:54][NH:55]4)=[C:51]([NH:64][C:13]([C:10]4[CH:11]=[CH:12][N:8]([CH2:7][CH:4]5[CH2:3][CH2:2][O:1][CH2:6][CH2:5]5)[N:9]=4)=[O:15])[CH:50]=3)[CH:45]=[CH:46][CH:47]=2)[CH:42]=[CH:41]1, predict the reactants needed to synthesize it. The reactants are: [O:1]1[CH2:6][CH2:5][CH:4]([CH2:7][N:8]2[CH:12]=[CH:11][C:10]([C:13]([OH:15])=O)=[N:9]2)[CH2:3][CH2:2]1.CN(C(ON1N=NC2C=CC=NC1=2)=[N+](C)C)C.F[P-](F)(F)(F)(F)F.[NH:40]1[C:48]2[C:43](=[C:44]([C:49]3[CH:50]=[C:51]([NH2:64])[C:52]4[C:56]([CH:57]=3)=[N:55][N:54](C3CCCCO3)[CH:53]=4)[CH:45]=[CH:46][CH:47]=2)[CH:42]=[CH:41]1.CCN(C(C)C)C(C)C.